Dataset: Peptide-MHC class II binding affinity with 134,281 pairs from IEDB. Task: Regression. Given a peptide amino acid sequence and an MHC pseudo amino acid sequence, predict their binding affinity value. This is MHC class II binding data. The peptide sequence is PANDKFTVFEAAFNNAIKAS. The MHC is DRB1_1101 with pseudo-sequence DRB1_1101. The binding affinity (normalized) is 0.508.